From a dataset of NCI-60 drug combinations with 297,098 pairs across 59 cell lines. Regression. Given two drug SMILES strings and cell line genomic features, predict the synergy score measuring deviation from expected non-interaction effect. (1) Drug 1: C1=CC(=C2C(=C1NCCNCCO)C(=O)C3=C(C=CC(=C3C2=O)O)O)NCCNCCO. Drug 2: C1C(C(OC1N2C=NC(=NC2=O)N)CO)O. Cell line: T-47D. Synergy scores: CSS=32.6, Synergy_ZIP=1.82, Synergy_Bliss=5.72, Synergy_Loewe=-15.2, Synergy_HSA=1.65. (2) Drug 1: CC12CCC3C(C1CCC2=O)CC(=C)C4=CC(=O)C=CC34C. Drug 2: CC1OCC2C(O1)C(C(C(O2)OC3C4COC(=O)C4C(C5=CC6=C(C=C35)OCO6)C7=CC(=C(C(=C7)OC)O)OC)O)O. Cell line: UACC-257. Synergy scores: CSS=34.3, Synergy_ZIP=2.26, Synergy_Bliss=6.51, Synergy_Loewe=0.330, Synergy_HSA=7.88. (3) Drug 1: CCC1=C2CN3C(=CC4=C(C3=O)COC(=O)C4(CC)O)C2=NC5=C1C=C(C=C5)O. Drug 2: CN(C(=O)NC(C=O)C(C(C(CO)O)O)O)N=O. Cell line: M14. Synergy scores: CSS=25.8, Synergy_ZIP=-8.78, Synergy_Bliss=-3.06, Synergy_Loewe=-32.7, Synergy_HSA=-3.34. (4) Drug 1: CC1=C2C(C(=O)C3(C(CC4C(C3C(C(C2(C)C)(CC1OC(=O)C(C(C5=CC=CC=C5)NC(=O)OC(C)(C)C)O)O)OC(=O)C6=CC=CC=C6)(CO4)OC(=O)C)O)C)O. Drug 2: C#CCC(CC1=CN=C2C(=N1)C(=NC(=N2)N)N)C3=CC=C(C=C3)C(=O)NC(CCC(=O)O)C(=O)O. Cell line: NCI-H226. Synergy scores: CSS=57.9, Synergy_ZIP=4.49, Synergy_Bliss=3.68, Synergy_Loewe=-11.7, Synergy_HSA=3.40. (5) Drug 1: CNC(=O)C1=CC=CC=C1SC2=CC3=C(C=C2)C(=NN3)C=CC4=CC=CC=N4. Drug 2: COC1=CC(=CC(=C1O)OC)C2C3C(COC3=O)C(C4=CC5=C(C=C24)OCO5)OC6C(C(C7C(O6)COC(O7)C8=CC=CS8)O)O. Cell line: HL-60(TB). Synergy scores: CSS=-3.36, Synergy_ZIP=-13.1, Synergy_Bliss=-36.6, Synergy_Loewe=-49.6, Synergy_HSA=-34.8. (6) Drug 1: C#CCC(CC1=CN=C2C(=N1)C(=NC(=N2)N)N)C3=CC=C(C=C3)C(=O)NC(CCC(=O)O)C(=O)O. Drug 2: COC1=C2C(=CC3=C1OC=C3)C=CC(=O)O2. Cell line: HCC-2998. Synergy scores: CSS=7.77, Synergy_ZIP=-6.06, Synergy_Bliss=-8.81, Synergy_Loewe=3.66, Synergy_HSA=-2.25. (7) Drug 1: C1CCC(CC1)NC(=O)N(CCCl)N=O. Drug 2: CC12CCC3C(C1CCC2OP(=O)(O)O)CCC4=C3C=CC(=C4)OC(=O)N(CCCl)CCCl.[Na+]. Cell line: T-47D. Synergy scores: CSS=-3.01, Synergy_ZIP=-3.67, Synergy_Bliss=-10.2, Synergy_Loewe=-14.1, Synergy_HSA=-10.8. (8) Drug 1: C1=CC(=C2C(=C1NCCNCCO)C(=O)C3=C(C=CC(=C3C2=O)O)O)NCCNCCO. Drug 2: CC1=C(C(CCC1)(C)C)C=CC(=CC=CC(=CC(=O)O)C)C. Cell line: RPMI-8226. Synergy scores: CSS=61.5, Synergy_ZIP=-0.357, Synergy_Bliss=-0.544, Synergy_Loewe=2.31, Synergy_HSA=5.27.